From a dataset of Full USPTO retrosynthesis dataset with 1.9M reactions from patents (1976-2016). Predict the reactants needed to synthesize the given product. (1) Given the product [F:23][C:20]([F:24])([CH:21]=[CH2:22])[CH:7]([C:6]1[S:5][C:4]([C:9]2[CH:10]=[CH:11][C:12]([C:15]([F:18])([F:16])[F:17])=[CH:13][CH:14]=2)=[N:3][C:2]=1[CH3:1])[OH:8], predict the reactants needed to synthesize it. The reactants are: [CH3:1][C:2]1[N:3]=[C:4]([C:9]2[CH:14]=[CH:13][C:12]([C:15]([F:18])([F:17])[F:16])=[CH:11][CH:10]=2)[S:5][C:6]=1[CH:7]=[O:8].Br[C:20]([F:24])([F:23])[CH:21]=[CH2:22].Cl. (2) Given the product [CH3:1][O:2][C:3](=[O:12])[C:4]1[CH:9]=[CH:8][C:7]([O:10][C:21](=[O:22])[CH3:20])=[CH:6][C:5]=1[OH:11], predict the reactants needed to synthesize it. The reactants are: [CH3:1][O:2][C:3](=[O:12])[C:4]1[CH:9]=[CH:8][C:7]([OH:10])=[CH:6][C:5]=1[OH:11].CCN(CC)CC.[CH3:20][C:21](OC(C)=O)=[O:22]. (3) Given the product [CH3:24][CH:21]1[CH2:22][CH2:23][N:18]([C:3]2[N:4]([C:9]3[C:14]([F:15])=[CH:13][C:12]([F:16])=[CH:11][C:10]=3[F:17])[C:5]([S:7][CH3:8])=[N:6][C:2]=2[CH3:25])[CH2:19][CH2:20]1, predict the reactants needed to synthesize it. The reactants are: Br[C:2]1[N:6]=[C:5]([S:7][CH3:8])[N:4]([C:9]2[C:14]([F:15])=[CH:13][C:12]([F:16])=[CH:11][C:10]=2[F:17])[C:3]=1[N:18]1[CH2:23][CH2:22][CH:21]([CH3:24])[CH2:20][CH2:19]1.[C:25](=O)([O-])[O-].[Cs+].[Cs+].CB1OB(C)OB(C)O1.C(Cl)Cl. (4) Given the product [ClH:1].[Cl:1][C:2]1[CH:3]=[C:4]([N:9]2[CH:13]=[C:12]([CH2:14][N:15]3[CH:19]=[CH:18][N:17]=[C:16]3[NH:20][CH3:23])[N:11]=[CH:10]2)[CH:5]=[CH:6][C:7]=1[Cl:8], predict the reactants needed to synthesize it. The reactants are: [Cl:1][C:2]1[CH:3]=[C:4]([N:9]2[CH:13]=[C:12]([CH2:14][N:15]3[CH:19]=[CH:18][N:17]=[C:16]3[NH2:20])[N:11]=[CH:10]2)[CH:5]=[CH:6][C:7]=1[Cl:8].[BH4-].[Na+].[CH3:23]COC(C)=O. (5) Given the product [OH:47][CH:44]1[CH2:43][CH2:42][N:41]([C@@H:39]([CH3:40])[CH2:38][N:35]2[CH2:34][CH2:33][CH:32]([NH:31][C:23]([C:17]3[NH:18][C:19]4[C:15]([CH:16]=3)=[C:14]([O:13][CH2:12][C:9]3[C:8]5[C:3]([O:2][CH3:1])=[CH:4][C:5]([O:26][CH3:27])=[CH:6][C:7]=5[O:11][CH:10]=3)[CH:22]=[CH:21][CH:20]=4)=[O:24])[CH2:37][CH2:36]2)[CH2:46][CH2:45]1, predict the reactants needed to synthesize it. The reactants are: [CH3:1][O:2][C:3]1[C:8]2[C:9]([CH2:12][O:13][C:14]3[CH:22]=[CH:21][CH:20]=[C:19]4[C:15]=3[CH:16]=[C:17]([C:23](O)=[O:24])[NH:18]4)=[CH:10][O:11][C:7]=2[CH:6]=[C:5]([O:26][CH3:27])[CH:4]=1.Cl.Cl.Cl.[NH2:31][CH:32]1[CH2:37][CH2:36][N:35]([CH2:38][C@@H:39]([N:41]2[CH2:46][CH2:45][CH:44]([OH:47])[CH2:43][CH2:42]2)[CH3:40])[CH2:34][CH2:33]1. (6) Given the product [CH3:1][C:2]1([CH3:22])[O:10][C@@H:9]2[C@@H:4]([CH2:5][O:6][C@@:7]3([CH2:16][O:17][S:18]([NH-:21])(=[O:20])=[O:19])[O:13][C:12]([CH3:14])([CH3:15])[O:11][C@H:8]32)[O:3]1.[K+:29], predict the reactants needed to synthesize it. The reactants are: [CH3:1][C:2]1([CH3:22])[O:10][C@@H:9]2[C@@H:4]([CH2:5][O:6][C@@:7]3([CH2:16][O:17][S:18]([NH2:21])(=[O:20])=[O:19])[O:13][C:12]([CH3:15])([CH3:14])[O:11][C@H:8]32)[O:3]1.C1COCC1.[OH-].[K+:29]. (7) Given the product [CH3:1][O:2][C:3]1[CH:4]=[C:5]([N:11]2[CH2:12][CH2:13][N:14]([C:54]([C:53]3[N:48]4[CH:49]=[CH:50][CH:51]=[CH:52][C:47]4=[N:46][C:45]=3[C:39]3[CH:44]=[CH:43][CH:42]=[CH:41][CH:40]=3)=[O:55])[CH2:15][CH2:16]2)[CH:6]=[C:7]([O:9][CH3:10])[CH:8]=1, predict the reactants needed to synthesize it. The reactants are: [CH3:1][O:2][C:3]1[CH:4]=[C:5]([N:11]2[CH2:16][CH2:15][NH:14][CH2:13][CH2:12]2)[CH:6]=[C:7]([O:9][CH3:10])[CH:8]=1.CN(C)CCCN=C=NCC.O.ON1C2C=CC=CC=2N=N1.[C:39]1([C:45]2[N:46]=[C:47]3[CH:52]=[CH:51][CH:50]=[CH:49][N:48]3[C:53]=2[C:54](O)=[O:55])[CH:44]=[CH:43][CH:42]=[CH:41][CH:40]=1. (8) Given the product [OH:3][C:2]([CH3:5])([CH3:4])[CH2:1][O:12][C@@H:9]1[CH2:10][CH2:11][C@H:6]([OH:13])[CH2:7][CH2:8]1, predict the reactants needed to synthesize it. The reactants are: [CH3:1][C:2]1([CH3:5])[CH2:4][O:3]1.[C@H:6]1([OH:13])[CH2:11][CH2:10][C@@H:9]([OH:12])[CH2:8][CH2:7]1.[OH-].[K+].